Dataset: Forward reaction prediction with 1.9M reactions from USPTO patents (1976-2016). Task: Predict the product of the given reaction. (1) Given the reactants [C:1]1([CH3:7])[CH:6]=[CH:5][CH:4]=[CH:3][CH:2]=1.[CH3:8][C:9]1[CH2:14][CH2:13][CH:12]([CH2:15]CO)[CH2:11][CH:10]=1.[C:18]1(=[O:24])[O:23][C:21](=[O:22])[CH2:20][CH2:19]1.[OH2:25].[C:26]1(C)C(S(O)(=O)=O)=CC=CC=1, predict the reaction product. The product is: [CH3:7][C:1]1[CH2:6][CH2:5][CH:4]([CH2:26][O:25][C:18](=[O:24])[CH2:19][CH2:20][C:21]([O:23][CH2:15][CH:12]2[CH2:13][CH2:14][C:9]([CH3:8])=[CH:10][CH2:11]2)=[O:22])[CH2:3][CH:2]=1. (2) Given the reactants I[C:2]1[N:3]=[C:4]2[C:10]3[CH:11]=[CH:12][C:13]([C:15]([O:17][CH3:18])=[O:16])=[CH:14][C:9]=3[O:8][CH2:7][CH2:6][N:5]2[CH:19]=1.[F:20][C:21]([F:32])([F:31])[C:22]1[CH:23]=[C:24](B(O)O)[CH:25]=[CH:26][CH:27]=1.C(#N)C, predict the reaction product. The product is: [F:20][C:21]([F:32])([F:31])[C:22]1[CH:27]=[C:26]([C:2]2[N:3]=[C:4]3[C:10]4[CH:11]=[CH:12][C:13]([C:15]([O:17][CH3:18])=[O:16])=[CH:14][C:9]=4[O:8][CH2:7][CH2:6][N:5]3[CH:19]=2)[CH:25]=[CH:24][CH:23]=1. (3) Given the reactants [CH3:1][O:2][C:3](=[O:13])[C:4]1[C:9]([Cl:10])=[CH:8][C:7](N)=[CH:6][C:5]=1[Cl:12].N([O-])=O.[Na+].[BrH:18], predict the reaction product. The product is: [CH3:1][O:2][C:3](=[O:13])[C:4]1[C:9]([Cl:10])=[CH:8][C:7]([Br:18])=[CH:6][C:5]=1[Cl:12]. (4) Given the reactants [CH2:1]([N:5]1[C:14](=O)[C:13]([C:16]#[N:17])=[C:12]2[C:7]([CH:8](O)[CH2:9][CH2:10][CH2:11]2)=[CH:6]1)[CH2:2][CH2:3][CH3:4].COC1C=CC(P2(SP(C3C=CC(OC)=CC=3)(=S)S2)=[S:28])=CC=1.CO, predict the reaction product. The product is: [CH2:1]([N:5]1[C:14](=[S:28])[C:13]([C:16]#[N:17])=[C:12]2[C:7]([CH2:8][CH2:9][CH2:10][CH2:11]2)=[CH:6]1)[CH2:2][CH2:3][CH3:4]. (5) Given the reactants [F:1][C:2]([F:41])([F:40])[C:3]1[CH:4]=[C:5]([CH2:13][N:14]([CH3:39])[C:15]([N:17]2[CH2:30][CH2:29][C@:20]3([NH:24][C@H:23]([C:25]([O:27]C)=O)[CH2:22][CH2:21]3)[CH2:19][C@@H:18]2[C:31]2[CH:36]=[CH:35][C:34]([F:37])=[CH:33][C:32]=2[CH3:38])=[O:16])[CH:6]=[C:7]([C:9]([F:12])([F:11])[F:10])[CH:8]=1.[NH3:42], predict the reaction product. The product is: [F:1][C:2]([F:40])([F:41])[C:3]1[CH:4]=[C:5]([CH2:13][N:14]([CH3:39])[C:15]([N:17]2[CH2:30][CH2:29][C@:20]3([NH:24][C@H:23]([C:25]([NH2:42])=[O:27])[CH2:22][CH2:21]3)[CH2:19][C@@H:18]2[C:31]2[CH:36]=[CH:35][C:34]([F:37])=[CH:33][C:32]=2[CH3:38])=[O:16])[CH:6]=[C:7]([C:9]([F:12])([F:11])[F:10])[CH:8]=1. (6) The product is: [Cl:21][C:16]1[CH:17]=[CH:18][CH:19]=[CH:20][C:15]=1[C@H:14]1[O:13][C:12]([CH3:22])([CH3:23])[O:11][C@H:10]1[CH2:9][OH:8]. Given the reactants C([O:8][CH2:9][C@H:10]1[C@@H:14]([C:15]2[CH:20]=[CH:19][CH:18]=[CH:17][C:16]=2[Cl:21])[O:13][C:12]([CH3:23])([CH3:22])[O:11]1)C1C=CC=CC=1.C(OCC1C(C2C=CC=CC=2Cl)OC(C)(C)O1)C1C=CC=CC=1, predict the reaction product. (7) Given the reactants F[C:2]1[CH:12]=[CH:11][C:5]([C:6]([O:8]CC)=[O:7])=[CH:4][C:3]=1[N+:13]([O-:15])=[O:14].[NH:16]1[CH2:21][CH2:20][CH2:19][CH2:18][CH2:17]1.[OH-].[Li+], predict the reaction product. The product is: [N+:13]([C:3]1[CH:4]=[C:5]([CH:11]=[CH:12][C:2]=1[N:16]1[CH2:21][CH2:20][CH2:19][CH2:18][CH2:17]1)[C:6]([OH:8])=[O:7])([O-:15])=[O:14].